Dataset: Peptide-MHC class I binding affinity with 185,985 pairs from IEDB/IMGT. Task: Regression. Given a peptide amino acid sequence and an MHC pseudo amino acid sequence, predict their binding affinity value. This is MHC class I binding data. (1) The peptide sequence is QAIEPSGNNY. The MHC is HLA-A11:01 with pseudo-sequence HLA-A11:01. The binding affinity (normalized) is 0.216. (2) The peptide sequence is ERLERWHSL. The MHC is Mamu-B08 with pseudo-sequence Mamu-B08. The binding affinity (normalized) is 0.521. (3) The peptide sequence is FPCSICLSGL. The MHC is HLA-B53:01 with pseudo-sequence HLA-B53:01. The binding affinity (normalized) is 0.473. (4) The peptide sequence is CTKLRSSPPI. The MHC is HLA-A68:02 with pseudo-sequence HLA-A68:02. The binding affinity (normalized) is 0.313. (5) The peptide sequence is RGRAATMAL. The binding affinity (normalized) is 0.438. The MHC is BoLA-HD6 with pseudo-sequence BoLA-HD6. (6) The peptide sequence is AYSKSLKELV. The MHC is HLA-A30:02 with pseudo-sequence HLA-A30:02. The binding affinity (normalized) is 0.0577. (7) The peptide sequence is DIVGGLFTY. The MHC is HLA-B46:01 with pseudo-sequence HLA-B46:01. The binding affinity (normalized) is 0.0847.